Dataset: Reaction yield outcomes from USPTO patents with 853,638 reactions. Task: Predict the reaction yield, written as a fraction of the theoretical maximum amount of product (1.0 means a 100% yield; for example, 0.34 means a 34% yield). The reactants are [Cl:1][C:2]1[CH:3]=[C:4]([CH:23]=[CH:24][C:25]=1[O:26][CH2:27][C:28]1[CH:33]=[CH:32][CH:31]=[C:30]([F:34])[CH:29]=1)[NH:5][C:6]1[C:15]2[C:10](=[CH:11][CH:12]=[CH:13][C:14]=2[O:16][CH:17]2[CH2:22][CH2:21][NH:20][CH2:19][CH2:18]2)[N:9]=[CH:8][N:7]=1.Br[CH2:36][CH2:37][O:38][CH3:39]. No catalyst specified. The product is [Cl:1][C:2]1[CH:3]=[C:4]([CH:23]=[CH:24][C:25]=1[O:26][CH2:27][C:28]1[CH:33]=[CH:32][CH:31]=[C:30]([F:34])[CH:29]=1)[NH:5][C:6]1[C:15]2[C:10](=[CH:11][CH:12]=[CH:13][C:14]=2[O:16][CH:17]2[CH2:22][CH2:21][N:20]([CH2:36][CH2:37][O:38][CH3:39])[CH2:19][CH2:18]2)[N:9]=[CH:8][N:7]=1. The yield is 0.440.